This data is from Forward reaction prediction with 1.9M reactions from USPTO patents (1976-2016). The task is: Predict the product of the given reaction. (1) Given the reactants [N+:1]([C:4]1[CH:5]=[N:6][NH:7][CH:8]=1)([O-:3])=[O:2].Br[CH2:10][CH2:11][CH:12]([O:15][CH3:16])[O:13][CH3:14].C([O-])([O-])=O.[Cs+].[Cs+], predict the reaction product. The product is: [CH3:14][O:13][CH:12]([O:15][CH3:16])[CH2:11][CH2:10][N:6]1[CH:5]=[C:4]([N+:1]([O-:3])=[O:2])[CH:8]=[N:7]1. (2) Given the reactants [Cl:1][C:2]1[CH:7]=[CH:6][C:5]([N:8]([C:34](=[O:37])[CH2:35][CH3:36])[C@H:9]2[C:18]3[C:13](=[CH:14][CH:15]=[CH:16][CH:17]=3)[N:12]([C:19](=[O:27])[C:20]3[CH:25]=[CH:24][C:23]([F:26])=[CH:22][CH:21]=3)[C@@H:11]([CH2:28][O:29]C(=O)CC)[CH2:10]2)=[CH:4][CH:3]=1.ClC1C=CC(N(C(=O)CC)[C@H]2C3C(=CC=C(OCC(O)=O)C=3)N(C(=O)C3C=CC(F)=CC=3)[C@@H](C)C2)=CC=1, predict the reaction product. The product is: [Cl:1][C:2]1[CH:7]=[CH:6][C:5]([N:8]([C@H:9]2[C:18]3[C:13](=[CH:14][CH:15]=[CH:16][CH:17]=3)[N:12]([C:19](=[O:27])[C:20]3[CH:21]=[CH:22][C:23]([F:26])=[CH:24][CH:25]=3)[C@@H:11]([CH2:28][OH:29])[CH2:10]2)[C:34](=[O:37])[CH2:35][CH3:36])=[CH:4][CH:3]=1. (3) Given the reactants [OH:1][C:2]1[CH:7]=[CH:6][C:5]([C:8](=[O:10])[CH3:9])=[CH:4][CH:3]=1.[CH2:11](Cl)[C:12]1[CH:17]=[CH:16][CH:15]=[CH:14][CH:13]=1.C(=O)([O-])[O-].[K+].[K+].[I-].[Na+], predict the reaction product. The product is: [CH2:11]([O:1][C:2]1[CH:7]=[CH:6][C:5]([C:8](=[O:10])[CH3:9])=[CH:4][CH:3]=1)[C:12]1[CH:17]=[CH:16][CH:15]=[CH:14][CH:13]=1. (4) Given the reactants [C:1]([O:5][C:6]([NH:8][C@:9]([CH3:15])([CH2:13][CH3:14])[C:10]([OH:12])=O)=[O:7])([CH3:4])([CH3:3])[CH3:2].CN(C(ON1N=NC2C=CC=NC1=2)=[N+](C)C)C.F[P-](F)(F)(F)(F)F.[C:40]12([C:51]3[C:46](=[CH:47][CH:48]=[CH:49][C:50]=3[O:52][C:53]3[N:58]=[CH:57][C:56]([NH2:59])=[CH:55][N:54]=3)[O:45][CH2:44][CH2:43]1)[CH2:42][CH2:41]2, predict the reaction product. The product is: [C:40]12([C:51]3[C:46](=[CH:47][CH:48]=[CH:49][C:50]=3[O:52][C:53]3[N:58]=[CH:57][C:56]([NH:59][C:10]([C@@:9]([NH:8][C:6](=[O:7])[O:5][C:1]([CH3:2])([CH3:3])[CH3:4])([CH3:15])[CH2:13][CH3:14])=[O:12])=[CH:55][N:54]=3)[O:45][CH2:44][CH2:43]1)[CH2:41][CH2:42]2. (5) The product is: [F:24][C:19]1[CH:18]=[C:17]([CH:22]=[CH:21][C:20]=1[F:23])[CH2:16][NH:15][C:13](=[O:14])[C:12]1[CH:25]=[C:26]([C:29]([F:32])([F:31])[F:30])[CH:27]=[N:28][C:11]=1[NH:46][CH2:45][C:44]1[CH:43]=[CH:42][C:41]([B:36]2[O:37][C:38]([CH3:40])([CH3:39])[C:34]([CH3:49])([CH3:33])[O:35]2)=[CH:48][CH:47]=1. Given the reactants C(N(CC)C(C)C)(C)C.Cl[C:11]1[N:28]=[CH:27][C:26]([C:29]([F:32])([F:31])[F:30])=[CH:25][C:12]=1[C:13]([NH:15][CH2:16][C:17]1[CH:22]=[CH:21][C:20]([F:23])=[C:19]([F:24])[CH:18]=1)=[O:14].[CH3:33][C:34]1([CH3:49])[C:38]([CH3:40])([CH3:39])[O:37][B:36]([C:41]2[CH:48]=[CH:47][C:44]([CH2:45][NH2:46])=[CH:43][CH:42]=2)[O:35]1.Cl.CS(C)=O, predict the reaction product. (6) Given the reactants [NH:1]1[CH2:6][CH2:5][CH:4]([N:7]2[C@H:11]([C:12]3[CH:13]=[C:14]([CH3:18])[CH:15]=[CH:16][CH:17]=3)[CH2:10][NH:9][C:8]2=[O:19])[CH2:3][CH2:2]1.[C:20]([O:24][C:25](=[O:44])[CH2:26][O:27][C:28]1[CH:33]=[CH:32][C:31]([O:34][C:35]2[CH:40]=[CH:39][C:38]([CH:41]=O)=[C:37]([CH3:43])[N:36]=2)=[CH:30][CH:29]=1)([CH3:23])([CH3:22])[CH3:21].C(O[BH-](OC(=O)C)OC(=O)C)(=O)C.[Na+], predict the reaction product. The product is: [C:20]([O:24][C:25](=[O:44])[CH2:26][O:27][C:28]1[CH:33]=[CH:32][C:31]([O:34][C:35]2[CH:40]=[CH:39][C:38]([CH2:41][N:1]3[CH2:2][CH2:3][CH:4]([N:7]4[C@H:11]([C:12]5[CH:13]=[C:14]([CH3:18])[CH:15]=[CH:16][CH:17]=5)[CH2:10][NH:9][C:8]4=[O:19])[CH2:5][CH2:6]3)=[C:37]([CH3:43])[N:36]=2)=[CH:30][CH:29]=1)([CH3:23])([CH3:22])[CH3:21]. (7) Given the reactants [NH2:1][C:2]1[CH:11]=[C:10]([F:12])[CH:9]=[C:8]2[C:3]=1[CH:4]=[CH:5][C:6](=[O:13])[NH:7]2.[Cl:14][C:15]1[CH:20]=[CH:19][C:18]([C:21](=O)[C:22]([CH2:28][O:29][CH2:30][CH3:31])([OH:27])[C:23]([F:26])([F:25])[F:24])=[C:17]([O:33][CH3:34])[C:16]=1[F:35].C(O)(=O)C.[F-].[NH4+], predict the reaction product. The product is: [Cl:14][C:15]1[CH:20]=[CH:19][C:18]([C:21](=[N:1][C:2]2[CH:11]=[C:10]([F:12])[CH:9]=[C:8]3[C:3]=2[CH:4]=[CH:5][C:6](=[O:13])[NH:7]3)[C:22]([CH2:28][O:29][CH2:30][CH3:31])([OH:27])[C:23]([F:26])([F:25])[F:24])=[C:17]([O:33][CH3:34])[C:16]=1[F:35]. (8) Given the reactants [CH3:1][O:2][C:3]1[CH:8]=[CH:7][C:6]([C:9]2([C:12]([OH:14])=O)[CH2:11][CH2:10]2)=[CH:5][CH:4]=1.[CH2:15]([NH2:19])[CH:16]([CH3:18])[CH3:17], predict the reaction product. The product is: [CH2:15]([NH:19][C:12]([C:9]1([C:6]2[CH:5]=[CH:4][C:3]([O:2][CH3:1])=[CH:8][CH:7]=2)[CH2:10][CH2:11]1)=[O:14])[CH:16]([CH3:18])[CH3:17]. (9) Given the reactants [F:1][C:2]1[CH:3]=[C:4]2[C:8](=[CH:9][CH:10]=1)[N:7]([CH2:11][C:12]([O:14][CH3:15])=[O:13])[C:6]([CH3:16])=[C:5]2[CH2:17][C:18]1[CH:23]=[CH:22][C:21](=[O:24])[N:20]([CH2:25]C2C=CN=CC=2)[N:19]=1.FC1C=C2C(=CC=1)N(CC(OC)=O)C(C)=C2[CH2:48][C:49]1[CH:54]=[CH:53][C:52](=O)[NH:51]N=1.C(=O)([O-])[O-].[Cs+].[Cs+].Br.BrCC1C=NC=CC=1, predict the reaction product. The product is: [F:1][C:2]1[CH:3]=[C:4]2[C:8](=[CH:9][CH:10]=1)[N:7]([CH2:11][C:12]([O:14][CH3:15])=[O:13])[C:6]([CH3:16])=[C:5]2[CH2:17][C:18]1[CH:23]=[CH:22][C:21](=[O:24])[N:20]([CH2:25][C:53]2[CH:52]=[N:51][CH:48]=[CH:49][CH:54]=2)[N:19]=1.